Dataset: Catalyst prediction with 721,799 reactions and 888 catalyst types from USPTO. Task: Predict which catalyst facilitates the given reaction. Reactant: [CH3:1][C:2]([C:5]1[CH:6]=[CH:7][C:8]([S:11]([NH:14][C:15]2[C:16]([O:31][C:32]3[CH:33]=[CH:34][CH:35]=[CH:36][C:37]=3[O:38][CH3:39])=[C:17]([O:27][CH2:28][CH2:29][OH:30])[N:18]=[C:19]([C:21]3[N:22]=[CH:23][CH:24]=[CH:25][N:26]=3)[N:20]=2)(=[O:13])=[O:12])=[CH:9][CH:10]=1)([CH3:4])[CH3:3].[C:40]([OH:52])(=[O:51])[CH2:41][C:42]([CH2:47][C:48]([OH:50])=[O:49])([C:44]([OH:46])=[O:45])[OH:43]. Product: [CH3:4][C:2]([C:5]1[CH:10]=[CH:9][C:8]([S:11]([NH:14][C:15]2[C:16]([O:31][C:32]3[CH:33]=[CH:34][CH:35]=[CH:36][C:37]=3[O:38][CH3:39])=[C:17]([O:27][CH2:28][CH2:29][OH:30])[N:18]=[C:19]([C:21]3[N:26]=[CH:25][CH:24]=[CH:23][N:22]=3)[N:20]=2)(=[O:12])=[O:13])=[CH:7][CH:6]=1)([CH3:1])[CH3:3].[C:40]([O-:52])(=[O:51])[CH2:41][C:42]([CH2:47][C:48]([O-:50])=[O:49])([C:44]([O-:46])=[O:45])[OH:43]. The catalyst class is: 10.